From a dataset of Forward reaction prediction with 1.9M reactions from USPTO patents (1976-2016). Predict the product of the given reaction. (1) The product is: [CH3:1][N:2]1[C:6]2[CH:7]=[CH:8][C:9]([N:11]3[CH:16]=[C:15]([C:17]([O:19][CH3:42])=[O:18])[C:14](=[O:20])[N:13]([CH:21]4[C:30]5[C:25](=[C:26]([C:31]([F:34])([F:33])[F:32])[CH:27]=[CH:28][CH:29]=5)[CH2:24][CH2:23][CH2:22]4)[C:12]3=[O:35])=[CH:10][C:5]=2[N:4]([CH3:36])[C:3]1=[O:37]. Given the reactants [CH3:1][N:2]1[C:6]2[CH:7]=[CH:8][C:9]([N:11]3[CH:16]=[C:15]([C:17]([OH:19])=[O:18])[C:14](=[O:20])[N:13]([CH:21]4[C:30]5[C:25](=[C:26]([C:31]([F:34])([F:33])[F:32])[CH:27]=[CH:28][CH:29]=5)[CH2:24][CH2:23][CH2:22]4)[C:12]3=[O:35])=[CH:10][C:5]=2[N:4]([CH3:36])[C:3]1=[O:37].S(Cl)(Cl)=O.[CH3:42]O, predict the reaction product. (2) Given the reactants [OH:1][C:2]1[CH:3]=[C:4]2[C:8](=[CH:9][CH:10]=1)[NH:7][CH:6]=[CH:5]2.C(=O)([O-])[O-].[K+].[K+].Br[CH2:18][C:19]([O:21][CH2:22][CH3:23])=[O:20], predict the reaction product. The product is: [CH2:22]([O:21][C:19](=[O:20])[CH2:18][O:1][C:2]1[CH:3]=[C:4]2[C:8](=[CH:9][CH:10]=1)[NH:7][CH:6]=[CH:5]2)[CH3:23]. (3) Given the reactants [CH3:1][C:2]1[N:6]=[C:5]([NH2:7])[S:4][N:3]=1.[O:8]1[C:12]2[CH:13]=[CH:14][C:15]([C:17]3[S:18][CH:19]=[C:20]([C:22](O)=[O:23])[N:21]=3)=[CH:16][C:11]=2[CH2:10][CH2:9]1.CN(C(ON1N=NC2C=CC=CC1=2)=[N+](C)C)C.F[P-](F)(F)(F)(F)F.CCN(C(C)C)C(C)C, predict the reaction product. The product is: [O:8]1[C:12]2[CH:13]=[CH:14][C:15]([C:17]3[S:18][CH:19]=[C:20]([C:22]([NH:7][C:5]4[S:4][N:3]=[C:2]([CH3:1])[N:6]=4)=[O:23])[N:21]=3)=[CH:16][C:11]=2[CH2:10][CH2:9]1. (4) Given the reactants [CH3:1][C:2]1[CH2:7][CH2:6][CH2:5][C:4]([CH3:9])([CH3:8])[C:3]=1[CH2:10][OH:11].[Cl:12][C:13]1[CH:14]=[C:15](O)[CH:16]=[CH:17][CH:18]=1.C1(P(C2C=CC=CC=2)C2C=CC=CC=2)C=CC=CC=1.N(C(OCC)=O)=NC(OCC)=O, predict the reaction product. The product is: [Cl:12][C:13]1[CH:14]=[CH:15][CH:16]=[C:17]([O:11][CH2:10][C:3]2[C:4]([CH3:8])([CH3:9])[CH2:5][CH2:6][CH2:7][C:2]=2[CH3:1])[CH:18]=1.